This data is from Full USPTO retrosynthesis dataset with 1.9M reactions from patents (1976-2016). The task is: Predict the reactants needed to synthesize the given product. Given the product [OH:2][C:3]1[CH:4]=[N:5][C:6]([NH:9][C:10](=[O:16])[CH2:11][CH2:12][CH2:13][CH2:14][CH3:15])=[N:7][CH:8]=1, predict the reactants needed to synthesize it. The reactants are: C[O:2][C:3]1[CH:4]=[N:5][C:6]([NH:9][C:10](=[O:16])[CH2:11][CH2:12][CH2:13][CH2:14][CH3:15])=[N:7][CH:8]=1.B(Br)(Br)Br.CO.